From a dataset of Forward reaction prediction with 1.9M reactions from USPTO patents (1976-2016). Predict the product of the given reaction. (1) Given the reactants [CH2:1]([O:3][C:4](=[O:36])[C:5]1[CH:10]=[CH:9][C:8]([N:11]2[CH:15]=[C:14]([C:16]3[CH:21]=[CH:20][CH:19]=[CH:18][C:17]=3[O:22]CC3C=CC=CC=3)[C:13]([C:30]#[N:31])=[CH:12]2)=[CH:7][C:6]=1[O:32][CH2:33][O:34][CH3:35])[CH3:2].C(OCC)(=O)C, predict the reaction product. The product is: [CH2:1]([O:3][C:4](=[O:36])[C:5]1[CH:10]=[CH:9][C:8]([N:11]2[CH:15]=[C:14]([C:16]3[CH:21]=[CH:20][CH:19]=[CH:18][C:17]=3[OH:22])[C:13]([C:30]#[N:31])=[CH:12]2)=[CH:7][C:6]=1[O:32][CH2:33][O:34][CH3:35])[CH3:2]. (2) Given the reactants [N+:1]([C:4]1[CH:9]=[CH:8][CH:7]=[CH:6][C:5]=1[S:10]([NH:13][C:14]1[CH:19]=[CH:18][CH:17]=[C:16]([S:20][C:21]([F:24])([F:23])[F:22])[CH:15]=1)(=[O:12])=[O:11])([O-])=O, predict the reaction product. The product is: [NH2:1][C:4]1[CH:9]=[CH:8][CH:7]=[CH:6][C:5]=1[S:10]([NH:13][C:14]1[CH:19]=[CH:18][CH:17]=[C:16]([S:20][C:21]([F:24])([F:23])[F:22])[CH:15]=1)(=[O:12])=[O:11].